This data is from Reaction yield outcomes from USPTO patents with 853,638 reactions. The task is: Predict the reaction yield, written as a fraction of the theoretical maximum amount of product (1.0 means a 100% yield; for example, 0.34 means a 34% yield). The product is [CH3:1][N:2]1[C:6]([C:30]2[CH:31]=[CH:32][C:27]([C:26]([F:37])([F:36])[F:25])=[CH:28][CH:29]=2)=[CH:5][C:4]([Br:24])=[N:3]1. The reactants are [CH3:1][N:2]1[C:6](OS(C(F)(F)C(F)(F)C(F)(F)C(F)(F)F)(=O)=O)=[CH:5][C:4]([Br:24])=[N:3]1.[F:25][C:26]([F:37])([F:36])[C:27]1[CH:32]=[CH:31][C:30](B(O)O)=[CH:29][CH:28]=1.C(=O)([O-])[O-].[Na+].[Na+].Cl. The yield is 0.560. The catalyst is CN(C)C=O.[Pd].C1(P(C2C=CC=CC=2)C2C=CC=CC=2)C=CC=CC=1.C1(P(C2C=CC=CC=2)C2C=CC=CC=2)C=CC=CC=1.C1(P(C2C=CC=CC=2)C2C=CC=CC=2)C=CC=CC=1.C1(P(C2C=CC=CC=2)C2C=CC=CC=2)C=CC=CC=1.